Dataset: NCI-60 drug combinations with 297,098 pairs across 59 cell lines. Task: Regression. Given two drug SMILES strings and cell line genomic features, predict the synergy score measuring deviation from expected non-interaction effect. (1) Drug 1: CC1=CC=C(C=C1)C2=CC(=NN2C3=CC=C(C=C3)S(=O)(=O)N)C(F)(F)F. Drug 2: CC12CCC3C(C1CCC2OP(=O)(O)O)CCC4=C3C=CC(=C4)OC(=O)N(CCCl)CCCl.[Na+]. Cell line: HL-60(TB). Synergy scores: CSS=30.8, Synergy_ZIP=10.7, Synergy_Bliss=6.28, Synergy_Loewe=2.80, Synergy_HSA=2.48. (2) Drug 1: C1CCC(CC1)NC(=O)N(CCCl)N=O. Drug 2: C1=NC2=C(N=C(N=C2N1C3C(C(C(O3)CO)O)O)F)N. Cell line: NCIH23. Synergy scores: CSS=3.34, Synergy_ZIP=-0.887, Synergy_Bliss=-4.60, Synergy_Loewe=-8.69, Synergy_HSA=-4.94.